This data is from Full USPTO retrosynthesis dataset with 1.9M reactions from patents (1976-2016). The task is: Predict the reactants needed to synthesize the given product. Given the product [CH:1]1([C@H:4]([C:25]2[CH:30]=[CH:29][CH:28]=[CH:27][C:26]=2[CH3:31])[O:5][CH2:6][C@H:7]([O:24][C:38](=[O:44])/[CH:39]=[CH:40]\[C:41]([OH:43])=[O:42])[CH2:8][NH:9][C:10]([CH3:23])([CH3:22])[CH2:11][C:12]2[CH:21]=[CH:20][C:19]3[C:14](=[CH:15][CH:16]=[CH:17][CH:18]=3)[CH:13]=2)[CH2:2][CH2:3]1, predict the reactants needed to synthesize it. The reactants are: [CH:1]1([C@H:4]([C:25]2[CH:30]=[CH:29][CH:28]=[CH:27][C:26]=2[CH3:31])[O:5][CH2:6][C@H:7]([OH:24])[CH2:8][NH:9][C:10]([CH3:23])([CH3:22])[CH2:11][C:12]2[CH:21]=[CH:20][C:19]3[C:14](=[CH:15][CH:16]=[CH:17][CH:18]=3)[CH:13]=2)[CH2:3][CH2:2]1.N1C=CC=CC=1.[C:38]1(=[O:44])[O:43][C:41](=[O:42])[CH:40]=[CH:39]1.